From a dataset of Reaction yield outcomes from USPTO patents with 853,638 reactions. Predict the reaction yield, written as a fraction of the theoretical maximum amount of product (1.0 means a 100% yield; for example, 0.34 means a 34% yield). (1) The reactants are [Br:1][C:2]1[CH:3]=[CH:4][C:5]([F:36])=[C:6]([C@:8]2([CH3:35])[C@H:14]3[C@:12]([C:15](OC)=O)([CH2:13]3)[S:11][C:10]([N:19]([C:28]([O:30][C:31]([CH3:34])([CH3:33])[CH3:32])=[O:29])[CH2:20][O:21][CH2:22][CH2:23][Si:24]([CH3:27])([CH3:26])[CH3:25])=[N:9]2)[CH:7]=1.C(OC(=O)N(C1S[C@]2(CF)[C@H]([C@](C3C=CC=C([F:66])C=3F)(C)N=1)C2)COCC[Si](C)(C)C)(C)(C)C. No catalyst specified. The product is [C:31]([O:30][C:28](=[O:29])[N:19]([C:10]1[S:11][C@:12]2([CH2:15][F:66])[C@H:14]([C@:8]([C:6]3[CH:7]=[C:2]([Br:1])[CH:3]=[CH:4][C:5]=3[F:36])([CH3:35])[N:9]=1)[CH2:13]2)[CH2:20][O:21][CH2:22][CH2:23][Si:24]([CH3:25])([CH3:26])[CH3:27])([CH3:33])([CH3:32])[CH3:34]. The yield is 0.700. (2) The reactants are [CH3:1][CH:2]1[CH2:8][C:7](=O)[NH:6][C:5]2[CH:10]=[CH:11][CH:12]=[CH:13][C:4]=2[NH:3]1.COC1C=CC(P2(SP(C3C=CC(OC)=CC=3)(=S)S2)=[S:23])=CC=1. The catalyst is C1COCC1. The product is [CH3:1][CH:2]1[CH2:8][C:7](=[S:23])[NH:6][C:5]2[CH:10]=[CH:11][CH:12]=[CH:13][C:4]=2[NH:3]1. The yield is 0.680. (3) The product is [CH3:1][N:2]1[C@@H:19]2[CH2:20][C:7]3[CH:8]=[CH:9][C:10]([O:21][CH3:22])=[C:11]4[O:12][C@H:13]5[C:14]([O:15][CH3:23])=[CH:16][CH:17]=[C:18]2[C@:5]5([C:6]=34)[CH2:4][CH2:3]1. The yield is 0.268. The reactants are [CH3:1][N:2]1[C@@H:19]2[CH2:20][C:7]3[CH:8]=[CH:9][C:10]([O:21][CH3:22])=[C:11]4[O:12][C@H:13]5[C:14]([CH:16]=[CH:17][C@@H:18]2[C@:5]5([C:6]=34)[CH2:4][CH2:3]1)=[O:15].[C:23]1(C)C=CC(S(O)(=O)=O)=CC=1.CO.C1C=CC=CC=1. The catalyst is O. (4) The reactants are [Cl:1][C:2]1[CH:7]=[CH:6][N+:5]([O-])=[CH:4][CH:3]=1.C[Si]([C:13]#[N:14])(C)C. The catalyst is O=[N+]([O-])[O-].[O-][N+](=O)[O-].[O-][N+](=O)[O-].[O-][N+](=O)[O-].[O-][N+](=O)[O-].[O-][N+](=O)[O-].[Ce+4].[NH4+].[NH4+]. The product is [Cl:1][C:2]1[CH:7]=[CH:6][N:5]=[C:4]([C:13]#[N:14])[CH:3]=1. The yield is 0.870. (5) The reactants are [F:1][C:2]1([F:13])[C:11](=[O:12])[N:5]2C(C)(C)[O:7][CH2:8][C@H:4]2[CH2:3]1. The catalyst is O.O1CCOCC1. The product is [F:1][C:2]1([F:13])[CH2:3][C@H:4]([CH2:8][OH:7])[NH:5][C:11]1=[O:12]. The yield is 0.890. (6) The reactants are [C:1]([C:5]1[CH:9]=[C:8]([NH2:10])[N:7]([C:11]2[CH:16]=[CH:15][C:14]([C:17]([CH3:20])([CH3:19])[CH3:18])=[CH:13][CH:12]=2)[N:6]=1)([CH3:4])([CH3:3])[CH3:2].Cl[C:22]([O:24][C:25]1[CH:30]=[CH:29][CH:28]=[CH:27][CH:26]=1)=[O:23]. No catalyst specified. The product is [C:1]([C:5]1[CH:9]=[C:8]([NH:10][C:22](=[O:23])[O:24][C:25]2[CH:30]=[CH:29][CH:28]=[CH:27][CH:26]=2)[N:7]([C:11]2[CH:12]=[CH:13][C:14]([C:17]([CH3:20])([CH3:19])[CH3:18])=[CH:15][CH:16]=2)[N:6]=1)([CH3:4])([CH3:3])[CH3:2]. The yield is 0.660. (7) The reactants are [CH:1]1[C:10]2[CH:9]=[CH:8][CH:7]=[C:6]([C:11]([OH:13])=[O:12])[C:5]=2[CH:4]=[CH:3][N:2]=1.S(=O)(=O)(O)O.[CH3:19]O. No catalyst specified. The product is [CH:1]1[C:10]2[CH:9]=[CH:8][CH:7]=[C:6]([C:11]([O:13][CH3:19])=[O:12])[C:5]=2[CH:4]=[CH:3][N:2]=1. The yield is 0.960. (8) The reactants are [CH2:1]([C:8]1[C:16]2[O:15][CH:14]([CH2:17][NH2:18])[CH2:13][C:12]=2[CH:11]=[CH:10][CH:9]=1)[C:2]1[CH:7]=[CH:6][CH:5]=[CH:4][CH:3]=1.C(N(C(C)C)CC)(C)C.Cl[C:29]([O:31][CH2:32][C:33]1[CH:38]=[CH:37][CH:36]=[CH:35][CH:34]=1)=[O:30]. No catalyst specified. The product is [CH2:1]([C:8]1[C:16]2[O:15][CH:14]([CH2:17][NH:18][C:29](=[O:30])[O:31][CH2:32][C:33]3[CH:38]=[CH:37][CH:36]=[CH:35][CH:34]=3)[CH2:13][C:12]=2[CH:11]=[CH:10][CH:9]=1)[C:2]1[CH:3]=[CH:4][CH:5]=[CH:6][CH:7]=1. The yield is 0.950.